This data is from Full USPTO retrosynthesis dataset with 1.9M reactions from patents (1976-2016). The task is: Predict the reactants needed to synthesize the given product. (1) Given the product [Cl:1][C:2]1[CH:3]=[CH:4][C:5]([NH:10][CH:11]2[CH2:13][CH2:12]2)=[C:24]([CH:9]=1)[C:25]([OH:14])=[O:26], predict the reactants needed to synthesize it. The reactants are: [Cl:1][C:2]1[CH:3]=[CH:4][C:5]([NH:10][CH:11]2[CH2:13][CH2:12]2)=C([CH:9]=1)C#N.[OH-:14].[K+].Cl.C1(C)C=CC=CC=1.[CH3:24][CH2:25][OH:26]. (2) Given the product [F:19][C:18]([F:21])([F:20])[C:11]1[C:12]2[CH2:13][CH2:14][CH2:15][CH2:16][C:17]=2[N:9]([C:6]2[CH:7]=[CH:8][C:3]([CH2:2][N:22]3[CH2:27][CH2:26][CH2:25][CH2:24][C:23]3=[O:28])=[CH:4][CH:5]=2)[N:10]=1, predict the reactants needed to synthesize it. The reactants are: Cl[CH2:2][C:3]1[CH:8]=[CH:7][C:6]([N:9]2[C:17]3[CH2:16][CH2:15][CH2:14][CH2:13][C:12]=3[C:11]([C:18]([F:21])([F:20])[F:19])=[N:10]2)=[CH:5][CH:4]=1.[NH:22]1[CH2:27][CH2:26][CH2:25][CH2:24][C:23]1=[O:28]. (3) The reactants are: [OH:1][C:2]1[CH:3]=[C:4]([CH:8]=[C:9]([OH:12])[C:10]=1[CH3:11])[C:5]([OH:7])=[O:6].[C:13]1([OH:24])[C:22]2[C:17](=[CH:18][CH:19]=[CH:20][CH:21]=2)[C:16](O)=[CH:15][CH:14]=1. Given the product [OH:1][C:2]1[CH:3]=[C:4]([CH:8]=[C:9]([OH:12])[C:10]=1[CH3:11])[C:5]([O:7][C:16]1[C:17]2[CH2:18][CH2:19][CH2:20][CH2:21][C:22]=2[C:13]([O:24][C:5](=[O:6])[C:4]2[CH:8]=[C:9]([OH:12])[C:10]([CH3:11])=[C:2]([OH:1])[CH:3]=2)=[CH:14][CH:15]=1)=[O:6], predict the reactants needed to synthesize it. (4) Given the product [CH2:1]([C:8]1[CH:24]=[CH:23][C:11]2[NH:12][C:13]([CH:15]([C:16]3[CH:21]=[CH:20][CH:19]=[CH:18][CH:17]=3)[N:28]3[CH2:29][CH2:30][N:25]([C:31]4[N:32]=[CH:33][CH:34]=[CH:35][N:36]=4)[CH2:26][CH2:27]3)=[N:14][C:10]=2[CH:9]=1)[C:2]1[CH:7]=[CH:6][CH:5]=[CH:4][CH:3]=1, predict the reactants needed to synthesize it. The reactants are: [CH2:1]([C:8]1[CH:24]=[CH:23][C:11]2[NH:12][C:13]([CH:15](Cl)[C:16]3[CH:21]=[CH:20][CH:19]=[CH:18][CH:17]=3)=[N:14][C:10]=2[CH:9]=1)[C:2]1[CH:7]=[CH:6][CH:5]=[CH:4][CH:3]=1.[N:25]1([C:31]2[N:36]=[CH:35][CH:34]=[CH:33][N:32]=2)[CH2:30][CH2:29][NH:28][CH2:27][CH2:26]1.C(N(CC)CC)C.O. (5) The reactants are: [NH2:1][C:2]1[CH:7]=[C:6]([Br:8])[CH:5]=[CH:4][C:3]=1[NH:9][C:10](=[O:16])[O:11][C:12]([CH3:15])([CH3:14])[CH3:13].[O:17]=[C:18]([C:27]1[CH:32]=[CH:31][N:30]=[N:29][CH:28]=1)[CH2:19][C:20](OC(C)(C)C)=[O:21]. Given the product [Br:8][C:6]1[CH:5]=[CH:4][C:3]([NH:9][C:10](=[O:16])[O:11][C:12]([CH3:13])([CH3:15])[CH3:14])=[C:2]([NH:1][C:20](=[O:21])[CH2:19][C:18](=[O:17])[C:27]2[CH:32]=[CH:31][N:30]=[N:29][CH:28]=2)[CH:7]=1, predict the reactants needed to synthesize it. (6) Given the product [Br:22]/[C:8](/[C:5]1[CH:6]=[CH:7][C:2]([F:1])=[CH:3][CH:4]=1)=[C:9](\[C:12]1[CH:17]=[CH:16][CH:15]=[CH:14][CH:13]=1)/[CH2:10][CH3:11], predict the reactants needed to synthesize it. The reactants are: [F:1][C:2]1[CH:7]=[CH:6][C:5](/[C:8](/[Si](C)(C)C)=[C:9](/[C:12]2[CH:17]=[CH:16][CH:15]=[CH:14][CH:13]=2)\[CH2:10][CH3:11])=[CH:4][CH:3]=1.[Br:22]Br.C[O-].[Na+].CCOC(C)=O. (7) Given the product [F:2][C:3]1[CH:8]=[C:7]([F:9])[CH:6]=[CH:5][C:4]=1[N:10]1[CH:14]([C:15]2[CH:20]=[C:19]([C:21]3[CH2:22][CH2:23][N:24]([S:43]([CH3:42])(=[O:45])=[O:44])[CH2:25][CH:26]=3)[CH:18]=[CH:17][C:16]=2[F:27])[CH2:13][C:12]([C:28]([F:33])([F:34])[C:29]([F:30])([F:32])[F:31])=[N:11]1, predict the reactants needed to synthesize it. The reactants are: Cl.[F:2][C:3]1[CH:8]=[C:7]([F:9])[CH:6]=[CH:5][C:4]=1[N:10]1[CH:14]([C:15]2[CH:20]=[C:19]([C:21]3[CH2:22][CH2:23][NH:24][CH2:25][CH:26]=3)[CH:18]=[CH:17][C:16]=2[F:27])[CH2:13][C:12]([C:28]([F:34])([F:33])[C:29]([F:32])([F:31])[F:30])=[N:11]1.C(N(CC)CC)C.[CH3:42][S:43](Cl)(=[O:45])=[O:44]. (8) Given the product [F:4][C:2]([C:5]1[O:9][C:8]([CH2:10][N:11]2[CH:15]=[C:14]([NH:16][C:27](=[O:28])/[CH:26]=[CH:25]/[C:22]3[CH:21]=[CH:20][C:19]([C:18]([F:30])([F:31])[F:17])=[CH:24][CH:23]=3)[CH:13]=[N:12]2)=[CH:7][CH:6]=1)([F:1])[CH3:3], predict the reactants needed to synthesize it. The reactants are: [F:1][C:2]([C:5]1[O:9][C:8]([CH2:10][N:11]2[CH:15]=[C:14]([NH2:16])[CH:13]=[N:12]2)=[CH:7][CH:6]=1)([F:4])[CH3:3].[F:17][C:18]([F:31])([F:30])[C:19]1[CH:24]=[CH:23][C:22](/[CH:25]=[CH:26]/[C:27](O)=[O:28])=[CH:21][CH:20]=1.